This data is from Catalyst prediction with 721,799 reactions and 888 catalyst types from USPTO. The task is: Predict which catalyst facilitates the given reaction. (1) Reactant: CN(OC)[C:3]([C:5]1[S:6][C:7]2[CH:14]=[C:13]([O:15][CH3:16])[CH:12]=[CH:11][C:8]=2[C:9]=1[CH3:10])=[O:4].[CH2:19]([Mg]Cl)[CH2:20][CH2:21][CH3:22]. Product: [CH3:10][C:9]1[C:8]2[CH:11]=[CH:12][C:13]([O:15][CH3:16])=[CH:14][C:7]=2[S:6][C:5]=1[C:3](=[O:4])[CH2:19][CH2:20][CH2:21][CH3:22]. The catalyst class is: 1. (2) Reactant: [CH3:1][C:2]([CH3:23])([CH3:22])[C:3]([NH:5][C:6]1[C:11]([C:12](=[CH2:19])[CH2:13][C:14]([O:16][CH2:17][CH3:18])=[O:15])=[CH:10][CH:9]=[C:8]([O:20][CH3:21])[N:7]=1)=[O:4].[H][H]. Product: [CH3:23][C:2]([CH3:1])([CH3:22])[C:3]([NH:5][C:6]1[C:11]([CH:12]([CH3:19])[CH2:13][C:14]([O:16][CH2:17][CH3:18])=[O:15])=[CH:10][CH:9]=[C:8]([O:20][CH3:21])[N:7]=1)=[O:4]. The catalyst class is: 29.